This data is from Reaction yield outcomes from USPTO patents with 853,638 reactions. The task is: Predict the reaction yield, written as a fraction of the theoretical maximum amount of product (1.0 means a 100% yield; for example, 0.34 means a 34% yield). (1) The reactants are [OH:1][N:2]=[C:3]([Cl:13])[C@H:4]1[C:8]([CH3:10])([CH3:9])[O:7][C:6]([CH3:12])([CH3:11])[O:5]1.[CH3:14][S:15](Cl)(=[O:17])=[O:16].C(N(CC)CC)C. The catalyst is CCOCC. The product is [CH3:11][C:6]1([CH3:12])[O:5][C@@H:4]([C:3]([Cl:13])=[N:2][O:1][S:15]([CH3:14])(=[O:17])=[O:16])[C:8]([CH3:9])([CH3:10])[O:7]1. The yield is 0.662. (2) The reactants are F[C:2]1[CH:9]=[CH:8][CH:7]=[C:6]([O:10][C:11]2[CH:16]=[CH:15][C:14]([F:17])=[CH:13][CH:12]=2)[C:3]=1[C:4]#[N:5].C(O)(=O)C.[CH:22]([NH2:24])=[NH:23]. The catalyst is CN(C)C(=O)C. The product is [NH2:5][C:4]1[C:3]2[C:2](=[CH:9][CH:8]=[CH:7][C:6]=2[O:10][C:11]2[CH:16]=[CH:15][C:14]([F:17])=[CH:13][CH:12]=2)[N:24]=[CH:22][N:23]=1. The yield is 0.107.